From a dataset of Forward reaction prediction with 1.9M reactions from USPTO patents (1976-2016). Predict the product of the given reaction. Given the reactants [Br:1][C:2]1[CH:15]=[C:14]2[CH2:16][C:11]3[C:12]4=[C:13]2[C:4](=[CH:5][CH:6]=[C:7]4[CH:8]=[C:9]([Br:17])[CH:10]=3)[CH:3]=1.CC([O-])(C)C.[K+].CS(C)=O.CI, predict the reaction product. The product is: [Br:1][C:2]1[CH:15]=[C:14]2[CH2:16][C:11]3[C:12]4[C:13]2=[C:4]([CH2:5][CH2:6][C:7]=4[CH:8]=[C:9]([Br:17])[CH:10]=3)[CH:3]=1.